This data is from Reaction yield outcomes from USPTO patents with 853,638 reactions. The task is: Predict the reaction yield, written as a fraction of the theoretical maximum amount of product (1.0 means a 100% yield; for example, 0.34 means a 34% yield). (1) The reactants are [C:1]([CH2:4][C:5](=[O:7])[CH3:6])(=[O:3])[CH3:2].[CH:8]([O-])([O-])[O:9][CH2:10][CH3:11].C(OC(=O)C)(=O)C.CCO. The catalyst is CCOC(C)=O. The product is [CH2:10]([O:9][CH:8]=[C:4]([C:5](=[O:7])[CH3:6])[C:1](=[O:3])[CH3:2])[CH3:11]. The yield is 0.170. (2) The reactants are [CH3:1][NH:2][C@H:3]([C:7]([NH:9][C@H:10]([C:14]([N:16]([C@@H:18]([C@@H:57]([CH3:60])[CH2:58][CH3:59])[C@H:19]([O:55][CH3:56])[CH2:20][C:21]([N:23]1[CH2:27][CH2:26][CH2:25][C@H:24]1[C@H:28]([O:53][CH3:54])[C@@H:29]([CH3:52])[C:30]([NH:32][C@@H:33]([CH2:42][C:43]1[C:51]2[C:46](=[CH:47][CH:48]=[CH:49][CH:50]=2)[NH:45][CH:44]=1)[C:34]([N:36]1[CH2:41][CH2:40][CH2:39][CH2:38][O:37]1)=[O:35])=[O:31])=[O:22])[CH3:17])=[O:15])[CH:11]([CH3:13])[CH3:12])=[O:8])[CH:4]([CH3:6])[CH3:5].O=[CH:62][CH2:63][CH2:64][CH2:65][CH2:66][C:67]([OH:69])=[O:68].C(O)(=O)C. The catalyst is CO. The product is [C:67]([CH2:66][CH2:65][CH2:64][CH2:63][CH2:62][N:2]([CH3:1])[C@H:3]([C:7]([NH:9][C@H:10]([C:14]([N:16]([C@@H:18]([C@@H:57]([CH3:60])[CH2:58][CH3:59])[C@H:19]([O:55][CH3:56])[CH2:20][C:21]([N:23]1[CH2:27][CH2:26][CH2:25][C@H:24]1[C@H:28]([O:53][CH3:54])[C@@H:29]([CH3:52])[C:30]([NH:32][C@@H:33]([CH2:42][C:43]1[C:51]2[C:46](=[CH:47][CH:48]=[CH:49][CH:50]=2)[NH:45][CH:44]=1)[C:34]([N:36]1[CH2:41][CH2:40][CH2:39][CH2:38][O:37]1)=[O:35])=[O:31])=[O:22])[CH3:17])=[O:15])[CH:11]([CH3:12])[CH3:13])=[O:8])[CH:4]([CH3:5])[CH3:6])([OH:69])=[O:68]. The yield is 0.860.